Dataset: Catalyst prediction with 721,799 reactions and 888 catalyst types from USPTO. Task: Predict which catalyst facilitates the given reaction. (1) Reactant: [CH3:1][C@H:2]1[CH2:7][N:6]2[N:8]=[CH:9][C:10]([N:11]3[CH2:15][C@@H:14]([O:16][C:17]4[N:22]=[CH:21][CH:20]=[CH:19][N:18]=4)[CH2:13][C:12]3=[O:23])=[C:5]2[CH2:4][N:3]1[C:24]([O:26]C(C)(C)C)=O.CCN(C(C)C)C(C)C.[F:40][C:41]1[CH:42]=[C:43]([NH:49]C(=O)OC2C=CC=CC=2)[CH:44]=[C:45]([F:48])[C:46]=1[F:47]. Product: [CH3:1][C@H:2]1[CH2:7][N:6]2[N:8]=[CH:9][C:10]([N:11]3[CH2:15][C@@H:14]([O:16][C:17]4[N:18]=[CH:19][CH:20]=[CH:21][N:22]=4)[CH2:13][C:12]3=[O:23])=[C:5]2[CH2:4][N:3]1[C:24]([NH:49][C:43]1[CH:42]=[C:41]([F:40])[C:46]([F:47])=[C:45]([F:48])[CH:44]=1)=[O:26]. The catalyst class is: 617. (2) Reactant: Cl[C:2]([O:4][C:5]1[CH:10]=[CH:9][CH:8]=[CH:7][CH:6]=1)=[O:3].[C:11]([C:15]1[CH:16]=[CH:17][C:18]([O:22][CH3:23])=[C:19]([CH:21]=1)[NH2:20])([CH3:14])([CH3:13])[CH3:12].C([O-])(O)=O.[Na+]. Product: [C:5]1([O:4][C:2](=[O:3])[NH:20][C:19]2[CH:21]=[C:15]([C:11]([CH3:12])([CH3:14])[CH3:13])[CH:16]=[CH:17][C:18]=2[O:22][CH3:23])[CH:10]=[CH:9][CH:8]=[CH:7][CH:6]=1. The catalyst class is: 677. (3) Reactant: [OH:1][C@@H:2]1[C@H:6]([OH:7])[C@@H:5]([CH2:8][OH:9])[O:4][C@H:3]1[N:10]1[CH:15]=[CH:14][N:13]=[C:12]([C:16]([O:18][CH3:19])=[O:17])[C:11]1=[O:20].C(OC)(OC)OC.O.[C:29]1(C)[CH:34]=CC(S(O)(=O)=O)=C[CH:30]=1. Product: [OH:9][CH2:8][C@@H:5]1[C@H:6]2[O:7][C:29]([CH3:34])([CH3:30])[O:1][C@H:2]2[C@H:3]([N:10]2[CH:15]=[CH:14][N:13]=[C:12]([C:16]([O:18][CH3:19])=[O:17])[C:11]2=[O:20])[O:4]1. The catalyst class is: 21. (4) Reactant: [C:1]([C:3]1[CH:8]=[CH:7][CH:6]=[CH:5][C:4]=1[C:9]1[CH:17]=[CH:16][C:12]([C:13](O)=[O:14])=[C:11]([NH:18][CH2:19][CH2:20][C:21]2[CH:26]=[CH:25][CH:24]=[C:23]([F:27])[CH:22]=2)[N:10]=1)#[N:2].CN(C(ON1N=NC2C=CC=CC1=2)=[N+](C)C)C.F[P-](F)(F)(F)(F)F.C1C=CC2N(O)N=NC=2C=1.[NH2:62][CH2:63][C:64]1[CH:65]=[N:66][CH:67]=[CH:68][CH:69]=1. Product: [C:1]([C:3]1[CH:8]=[CH:7][CH:6]=[CH:5][C:4]=1[C:9]1[CH:17]=[CH:16][C:12]([C:13]([NH:62][CH2:63][C:64]2[CH:65]=[N:66][CH:67]=[CH:68][CH:69]=2)=[O:14])=[C:11]([NH:18][CH2:19][CH2:20][C:21]2[CH:26]=[CH:25][CH:24]=[C:23]([F:27])[CH:22]=2)[N:10]=1)#[N:2]. The catalyst class is: 3. (5) Reactant: [Br:1][C:2]1[CH:7]=[CH:6][CH:5]=[C:4]([N+:8]([O-:10])=[O:9])[C:3]=1F.[NH3:12]. Product: [Br:1][C:2]1[CH:7]=[CH:6][CH:5]=[C:4]([N+:8]([O-:10])=[O:9])[C:3]=1[NH2:12]. The catalyst class is: 5. (6) Reactant: [NH2:1][C:2]1[CH:3]=[C:4]2[C:8](=[CH:9][CH:10]=1)[N:7](C(OC(C)(C)C)=O)[N:6]=[C:5]2[C:18]1[CH:23]=[CH:22][CH:21]=[C:20]([F:24])[CH:19]=1.Cl.[N:26]1[CH:31]=[CH:30][C:29]([CH2:32][C:33](O)=[O:34])=[CH:28][CH:27]=1.C(N1C=CN=C1)(N1C=CN=C1)=O.Cl. Product: [F:24][C:20]1[CH:19]=[C:18]([C:5]2[C:4]3[C:8](=[CH:9][CH:10]=[C:2]([NH:1][C:33](=[O:34])[CH2:32][C:29]4[CH:30]=[CH:31][N:26]=[CH:27][CH:28]=4)[CH:3]=3)[NH:7][N:6]=2)[CH:23]=[CH:22][CH:21]=1. The catalyst class is: 571.